From a dataset of Reaction yield outcomes from USPTO patents with 853,638 reactions. Predict the reaction yield, written as a fraction of the theoretical maximum amount of product (1.0 means a 100% yield; for example, 0.34 means a 34% yield). The reactants are [N+:1]([C:4]1[CH:9]=[CH:8][C:7]([CH:10]2[O:16][CH2:15][C:14]3[CH:17]=[C:18]([CH2:21]O)[CH:19]=[CH:20][C:13]=3[CH2:12][O:11]2)=[CH:6][CH:5]=1)([O-:3])=[O:2].C(N(CC)CC)C.C1(C)C=CC(S([Cl:39])(=O)=O)=CC=1. The catalyst is ClCCl. The product is [Cl:39][CH2:21][C:18]1[CH:19]=[CH:20][C:13]2[CH2:12][O:11][CH:10]([C:7]3[CH:8]=[CH:9][C:4]([N+:1]([O-:3])=[O:2])=[CH:5][CH:6]=3)[O:16][CH2:15][C:14]=2[CH:17]=1. The yield is 0.380.